Dataset: Forward reaction prediction with 1.9M reactions from USPTO patents (1976-2016). Task: Predict the product of the given reaction. (1) Given the reactants [H-].[Na+].[OH:3][C:4]1[CH:19]=[CH:18][CH:17]=[CH:16][C:5]=1[C:6]([O:8][CH2:9][C:10]1[CH:15]=[CH:14][CH:13]=[CH:12][CH:11]=1)=[O:7].Cl[C:21]1[CH:26]=[CH:25][C:24]([C:27]2[S:28][C:29]3[N:30]=[CH:31][N:32]=[CH:33][C:34]=3[N:35]=2)=[CH:23][C:22]=1[C:36]#[N:37].O, predict the reaction product. The product is: [C:36]([C:22]1[CH:23]=[C:24]([C:27]2[S:28][C:29]3[N:30]=[CH:31][N:32]=[CH:33][C:34]=3[N:35]=2)[CH:25]=[CH:26][C:21]=1[O:3][C:4]1[CH:19]=[CH:18][CH:17]=[CH:16][C:5]=1[C:6]([O:8][CH2:9][C:10]1[CH:15]=[CH:14][CH:13]=[CH:12][CH:11]=1)=[O:7])#[N:37]. (2) Given the reactants [H-].[H-].[H-].[H-].[Li+].[Al+3].[N:7]12[CH2:16][CH:11]3[CH2:12][CH:13]([CH2:15][CH:9]([CH:10]3[C:17](OCC)=[O:18])[CH2:8]1)[CH2:14]2.O.[OH-].[Na+], predict the reaction product. The product is: [N:7]12[CH2:16][CH:11]3[CH2:12][CH:13]([CH2:15][CH:9]([CH:10]3[CH2:17][OH:18])[CH2:8]1)[CH2:14]2. (3) Given the reactants [Cl:1][C:2]1[N:6]([CH3:7])[N:5]=[C:4]([CH:8]([F:10])[F:9])[C:3]=1[CH2:11]O.P(Br)(Br)[Br:14], predict the reaction product. The product is: [Br:14][CH2:11][C:3]1[C:4]([CH:8]([F:10])[F:9])=[N:5][N:6]([CH3:7])[C:2]=1[Cl:1]. (4) Given the reactants [Br:1][C:2]1[CH:7]=[CH:6][C:5]([C:8]2[O:9][C:10]3[CH:16]=[CH:15][CH:14]=[C:13]([N+:17]([O-])=O)[C:11]=3[N:12]=2)=[CH:4][CH:3]=1.[Sn](Cl)Cl.Cl, predict the reaction product. The product is: [Br:1][C:2]1[CH:3]=[CH:4][C:5]([C:8]2[O:9][C:10]3[C:11](=[C:13]([NH2:17])[CH:14]=[CH:15][CH:16]=3)[N:12]=2)=[CH:6][CH:7]=1.